From a dataset of Forward reaction prediction with 1.9M reactions from USPTO patents (1976-2016). Predict the product of the given reaction. Given the reactants [CH3:1][C:2]([CH3:24])([CH2:21][CH2:22][CH3:23])[CH2:3][O:4][C:5]1[N:13]=[C:12]2[C:8]([N:9]=[CH:10][N:11]2[CH:14]2[CH2:19][CH2:18][CH2:17][CH2:16][O:15]2)=[C:7]([NH2:20])[N:6]=1.C1C(=O)N([Br:32])C(=O)C1.C(Cl)Cl, predict the reaction product. The product is: [Br:32][C:10]1[N:11]([CH:14]2[CH2:19][CH2:18][CH2:17][CH2:16][O:15]2)[C:12]2[C:8]([N:9]=1)=[C:7]([NH2:20])[N:6]=[C:5]([O:4][CH2:3][C:2]([CH3:24])([CH3:1])[CH2:21][CH2:22][CH3:23])[N:13]=2.